Task: Predict the reactants needed to synthesize the given product.. Dataset: Full USPTO retrosynthesis dataset with 1.9M reactions from patents (1976-2016) (1) Given the product [CH:20]1([N:18]([CH3:19])[C:16]([N:14]2[CH:15]=[C:11]([C:5]3[CH:6]=[CH:7][C:8]([O:9][CH3:10])=[C:3]([C:1]4[N:36]=[N:37][NH:38][N:2]=4)[CH:4]=3)[N:12]=[CH:13]2)=[O:17])[CH2:25][CH2:24][CH2:23][CH2:22][CH2:21]1, predict the reactants needed to synthesize it. The reactants are: [C:1]([C:3]1[CH:4]=[C:5]([C:11]2[N:12]=[CH:13][N:14]([C:16]([N:18]([CH:20]3[CH2:25][CH2:24][CH2:23][CH2:22][CH2:21]3)[CH3:19])=[O:17])[CH:15]=2)[CH:6]=[CH:7][C:8]=1[O:9][CH3:10])#[N:2].C([Sn](CCCC)=O)CCC.[N:36]([Si](C)(C)C)=[N+:37]=[N-:38]. (2) Given the product [C:1]([Si:5]([C:37]1[CH:42]=[CH:41][CH:40]=[CH:39][CH:38]=1)([C:31]1[CH:36]=[CH:35][CH:34]=[CH:33][CH:32]=1)[O:6][CH2:7][C@H:8]([N:10]1[C:15]2=[N:16][C:17]([NH:43][C:44]3[CH:49]=[CH:48][CH:47]=[CH:46][CH:45]=3)=[N:18][CH:19]=[C:14]2[C@H:13]([CH3:21])[N:12]([C:22]2[CH:27]=[CH:26][C:25]([O:28][CH3:29])=[CH:24][CH:23]=2)[C:11]1=[O:30])[CH3:9])([CH3:4])([CH3:3])[CH3:2], predict the reactants needed to synthesize it. The reactants are: [C:1]([Si:5]([C:37]1[CH:42]=[CH:41][CH:40]=[CH:39][CH:38]=1)([C:31]1[CH:36]=[CH:35][CH:34]=[CH:33][CH:32]=1)[O:6][CH2:7][C@H:8]([N:10]1[C:15]2=[N:16][C:17](Cl)=[N:18][CH:19]=[C:14]2[C@H:13]([CH3:21])[N:12]([C:22]2[CH:27]=[CH:26][C:25]([O:28][CH3:29])=[CH:24][CH:23]=2)[C:11]1=[O:30])[CH3:9])([CH3:4])([CH3:3])[CH3:2].[NH2:43][C:44]1[CH:49]=[CH:48][CH:47]=[CH:46][CH:45]=1. (3) The reactants are: CS([C:5]1[S:6][C:7]2[CH:13]=[CH:12][C:11]([C:14]([F:17])([F:16])[F:15])=[CH:10][C:8]=2[N:9]=1)(=O)=O.[NH2:18][C@@H:19]1[CH2:23][CH2:22][N:21]([C:24]([C:26]2[C:31]([O:32][CH3:33])=[CH:30][CH:29]=[CH:28][C:27]=2[O:34][CH3:35])=[O:25])[CH2:20]1. Given the product [CH3:35][O:34][C:27]1[CH:28]=[CH:29][CH:30]=[C:31]([O:32][CH3:33])[C:26]=1[C:24]([N:21]1[CH2:22][CH2:23][C@@H:19]([NH:18][C:5]2[S:6][C:7]3[CH:13]=[CH:12][C:11]([C:14]([F:17])([F:16])[F:15])=[CH:10][C:8]=3[N:9]=2)[CH2:20]1)=[O:25], predict the reactants needed to synthesize it. (4) Given the product [Cl:12][C:13]1[N:18]=[C:17]([NH:1][CH:2]([CH:8]2[CH2:9][CH2:10][CH2:11]2)[CH2:3][C:4]([O:6][CH3:7])=[O:5])[C:16]([F:20])=[CH:15][N:14]=1, predict the reactants needed to synthesize it. The reactants are: [NH2:1][CH:2]([CH:8]1[CH2:11][CH2:10][CH2:9]1)[CH2:3][C:4]([O:6][CH3:7])=[O:5].[Cl:12][C:13]1[N:18]=[C:17](Cl)[C:16]([F:20])=[CH:15][N:14]=1.C(N(CC)CC)C. (5) Given the product [C:1]([C:5]1[CH:6]=[CH:7][C:8]([CH:11]=[C:12]([CH3:16])[C:13]([NH:17][CH:18]([C:20]2[CH:25]=[CH:24][C:23]([NH:26][S:27]([CH3:30])(=[O:29])=[O:28])=[C:22]([F:31])[CH:21]=2)[CH3:19])=[O:15])=[CH:9][CH:10]=1)([CH3:2])([CH3:3])[CH3:4], predict the reactants needed to synthesize it. The reactants are: [C:1]([C:5]1[CH:10]=[CH:9][C:8]([CH:11]=[C:12]([CH3:16])[C:13]([OH:15])=O)=[CH:7][CH:6]=1)([CH3:4])([CH3:3])[CH3:2].[NH2:17][C@@H:18]([C:20]1[CH:25]=[CH:24][C:23]([NH:26][S:27]([CH3:30])(=[O:29])=[O:28])=[C:22]([F:31])[CH:21]=1)[CH3:19].CCOC(OC(OCC)=O)=O. (6) Given the product [CH3:1][O:2][C:3](=[O:13])[CH2:4][C:5]1[CH:10]=[C:9]([O:11][CH2:14][CH2:15][CH3:16])[CH:8]=[C:7]([OH:12])[CH:6]=1, predict the reactants needed to synthesize it. The reactants are: [CH3:1][O:2][C:3](=[O:13])[CH2:4][C:5]1[CH:10]=[C:9]([OH:11])[CH:8]=[C:7]([OH:12])[CH:6]=1.[CH3:14][C:15](=O)[CH2:16]C.C(=O)([O-])[O-].[K+].[K+].ICCC.